This data is from Reaction yield outcomes from USPTO patents with 853,638 reactions. The task is: Predict the reaction yield, written as a fraction of the theoretical maximum amount of product (1.0 means a 100% yield; for example, 0.34 means a 34% yield). (1) The reactants are [C:1](Cl)(=[O:19])[CH2:2][CH2:3][CH2:4][CH2:5][CH2:6][CH2:7][CH2:8]/[CH:9]=[CH:10]\[CH2:11][CH2:12][CH2:13][CH2:14][CH2:15][CH2:16][CH2:17][CH3:18].[C:21]([OH:44])(=O)[CH2:22][CH2:23][CH2:24][CH2:25][CH2:26][CH2:27][CH2:28][CH2:29][CH2:30][CH2:31][CH2:32]/[CH:33]=[CH:34]\[CH2:35][CH2:36][CH2:37][CH2:38][CH2:39][CH2:40][CH2:41][CH3:42]. The catalyst is C(OCC)(=O)C.CCCCCC. The product is [CH2:21]([O:44][C:1](=[O:19])[CH2:2][CH2:3][CH2:4][CH2:5][CH2:6][CH2:7][CH2:8][CH:9]=[CH:10][CH2:11][CH2:12][CH2:13][CH2:14][CH2:15][CH2:16][CH2:17][CH3:18])[CH2:22][CH2:23][CH2:24][CH2:25][CH2:26][CH2:27][CH2:28][CH2:29][CH2:30][CH2:31][CH2:32][CH:33]=[CH:34][CH2:35][CH2:36][CH2:37][CH2:38][CH2:39][CH2:40][CH2:41][CH3:42]. The yield is 0.945. (2) The reactants are [NH2:1][C:2]1[CH:11]=[CH:10][C:5]([C:6]([O:8][CH3:9])=[O:7])=[CH:4][CH:3]=1.Cl[CH2:13][CH2:14][CH2:15][N:16]=[C:17]=[O:18].[H-].[Na+]. The catalyst is C1COCC1. The product is [CH3:9][O:8][C:6](=[O:7])[C:5]1[CH:4]=[CH:3][C:2]([N:1]2[CH2:13][CH2:14][CH2:15][NH:16][C:17]2=[O:18])=[CH:11][CH:10]=1. The yield is 0.496. (3) The reactants are [OH-:1].[Na+].[Br:3][C:4]1[C:5](Cl)=[N:6][C:7]([Cl:10])=[N:8][CH:9]=1.Cl. The catalyst is C1COCC1. The product is [Br:3][C:4]1[C:5](=[O:1])[NH:6][C:7]([Cl:10])=[N:8][CH:9]=1. The yield is 0.270. (4) The reactants are [CH3:1][N:2]1[CH2:7][CH2:6][N:5]([C:8]2[CH:13]=[CH:12][C:11]([N+:14]([O-])=O)=[C:10]([C:17]3[C:21]([CH3:22])=[CH:20][S:19][CH:18]=3)[CH:9]=2)[CH2:4][CH2:3]1. The catalyst is [Pd]. The product is [CH3:1][N:2]1[CH2:7][CH2:6][N:5]([C:8]2[CH:13]=[CH:12][C:11]([NH2:14])=[C:10]([C:17]3[C:21]([CH3:22])=[CH:20][S:19][CH:18]=3)[CH:9]=2)[CH2:4][CH2:3]1. The yield is 0.890. (5) The reactants are ClC(Cl)(Cl)CO[C:5](=[O:19])[NH:6][C:7]1[N:8]([CH2:16][CH2:17][OH:18])[N:9]=[C:10]([C:12]([CH3:15])([CH3:14])[CH3:13])[CH:11]=1.[CH:22]1([C:28]2[N:32]3[CH:33]=[C:34]([O:37][C@H:38]4[C:47]5[C:42](=[CH:43][CH:44]=[CH:45][CH:46]=5)[C@@H:41]([NH2:48])[CH2:40][CH2:39]4)[CH:35]=[CH:36][C:31]3=[N:30][N:29]=2)[CH2:27][CH2:26][CH2:25][CH2:24][CH2:23]1.CCN(C(C)C)C(C)C.CO. The catalyst is O1CCOCC1.C(Cl)Cl. The product is [C:12]([C:10]1[CH:11]=[C:7]([NH:6][C:5]([NH:48][C@@H:41]2[C:42]3[C:47](=[CH:46][CH:45]=[CH:44][CH:43]=3)[C@H:38]([O:37][C:34]3[CH:35]=[CH:36][C:31]4[N:32]([C:28]([CH:22]5[CH2:27][CH2:26][CH2:25][CH2:24][CH2:23]5)=[N:29][N:30]=4)[CH:33]=3)[CH2:39][CH2:40]2)=[O:19])[N:8]([CH2:16][CH2:17][OH:18])[N:9]=1)([CH3:13])([CH3:14])[CH3:15]. The yield is 0.500.